Dataset: Catalyst prediction with 721,799 reactions and 888 catalyst types from USPTO. Task: Predict which catalyst facilitates the given reaction. Reactant: [H-].[Na+].Cl[CH2:4][CH2:5][CH2:6][CH2:7][C:8]([NH:10][CH:11]1[CH2:16][CH2:15][CH2:14][CH2:13][CH2:12]1)=[O:9].O. Product: [CH:11]1([N:10]2[CH2:4][CH2:5][CH2:6][CH2:7][C:8]2=[O:9])[CH2:16][CH2:15][CH2:14][CH2:13][CH2:12]1. The catalyst class is: 10.